From a dataset of NCI-60 drug combinations with 297,098 pairs across 59 cell lines. Regression. Given two drug SMILES strings and cell line genomic features, predict the synergy score measuring deviation from expected non-interaction effect. (1) Drug 1: CC1=CC2C(CCC3(C2CCC3(C(=O)C)OC(=O)C)C)C4(C1=CC(=O)CC4)C. Drug 2: C1CC(C1)(C(=O)O)C(=O)O.[NH2-].[NH2-].[Pt+2]. Cell line: NCI-H322M. Synergy scores: CSS=-2.38, Synergy_ZIP=0.630, Synergy_Bliss=2.57, Synergy_Loewe=-4.84, Synergy_HSA=-1.76. (2) Drug 1: C1=NC(=NC(=O)N1C2C(C(C(O2)CO)O)O)N. Synergy scores: CSS=46.7, Synergy_ZIP=-7.41, Synergy_Bliss=-8.08, Synergy_Loewe=1.73, Synergy_HSA=3.17. Drug 2: CC1=C(C(=O)C2=C(C1=O)N3CC4C(C3(C2COC(=O)N)OC)N4)N. Cell line: KM12. (3) Drug 1: CC12CCC(CC1=CCC3C2CCC4(C3CC=C4C5=CN=CC=C5)C)O. Drug 2: CCC1=C2CN3C(=CC4=C(C3=O)COC(=O)C4(CC)O)C2=NC5=C1C=C(C=C5)O. Cell line: CCRF-CEM. Synergy scores: CSS=68.4, Synergy_ZIP=3.58, Synergy_Bliss=3.45, Synergy_Loewe=-9.63, Synergy_HSA=4.47. (4) Drug 1: C(CCl)NC(=O)N(CCCl)N=O. Drug 2: CC1C(C(CC(O1)OC2CC(CC3=C2C(=C4C(=C3O)C(=O)C5=C(C4=O)C(=CC=C5)OC)O)(C(=O)CO)O)N)O.Cl. Cell line: LOX IMVI. Synergy scores: CSS=53.3, Synergy_ZIP=-6.90, Synergy_Bliss=-6.08, Synergy_Loewe=-2.67, Synergy_HSA=-1.12. (5) Drug 1: CC12CCC3C(C1CCC2O)C(CC4=C3C=CC(=C4)O)CCCCCCCCCS(=O)CCCC(C(F)(F)F)(F)F. Drug 2: CCC1=C2CN3C(=CC4=C(C3=O)COC(=O)C4(CC)O)C2=NC5=C1C=C(C=C5)O. Cell line: NCIH23. Synergy scores: CSS=13.5, Synergy_ZIP=3.55, Synergy_Bliss=6.23, Synergy_Loewe=-26.0, Synergy_HSA=-0.670.